From a dataset of Catalyst prediction with 721,799 reactions and 888 catalyst types from USPTO. Predict which catalyst facilitates the given reaction. (1) Reactant: [OH:1][C:2]1[CH:11]=[CH:10][CH:9]=[C:8]2[C:3]=1[CH:4]=[CH:5][CH:6]=[N:7]2.C(N(CC)CC)C.[F:19][C:20]([F:33])([F:32])[S:21](O[S:21]([C:20]([F:33])([F:32])[F:19])(=[O:23])=[O:22])(=[O:23])=[O:22]. Product: [N:7]1[C:8]2[C:3](=[C:2]([O:1][S:21]([C:20]([F:33])([F:32])[F:19])(=[O:23])=[O:22])[CH:11]=[CH:10][CH:9]=2)[CH:4]=[CH:5][CH:6]=1. The catalyst class is: 2. (2) Reactant: [C:1]([O:5][C:6](=[O:13])[CH:7]([CH:10]1[CH2:12][CH2:11]1)[CH2:8][NH2:9])([CH3:4])([CH3:3])[CH3:2].C[O:15][C:16]([C:18]1[N:19]=[CH:20][C:21]2[C:26]([C:27]=1[OH:28])=[CH:25][CH:24]=[C:23]([O:29][C:30]1[CH:35]=[CH:34][CH:33]=[CH:32][CH:31]=1)[CH:22]=2)=O.C1CCN2C(=NCCC2)CC1. Product: [C:1]([O:5][C:6](=[O:13])[CH:7]([CH:10]1[CH2:12][CH2:11]1)[CH2:8][NH:9][C:16]([C:18]1[N:19]=[CH:20][C:21]2[C:26]([C:27]=1[OH:28])=[CH:25][CH:24]=[C:23]([O:29][C:30]1[CH:31]=[CH:32][CH:33]=[CH:34][CH:35]=1)[CH:22]=2)=[O:15])([CH3:4])([CH3:2])[CH3:3]. The catalyst class is: 44. (3) Reactant: [H-].[Na+].[F:3][C:4]([F:10])([CH2:7][O:8][CH3:9])[CH2:5][OH:6].C(S[C:15]1[N:16]([C:27]2[CH:32]=[CH:31][C:30]([O:33][CH2:34][C:35]([F:38])([F:37])[F:36])=[CH:29][CH:28]=2)[C:17](=[O:26])[C:18]2[CH:24]=[CH:23][C:22](=[O:25])[NH:21][C:19]=2[N:20]=1)CC.O. Product: [F:3][C:4]([F:10])([CH2:7][O:8][CH3:9])[CH2:5][O:6][C:15]1[N:16]([C:27]2[CH:32]=[CH:31][C:30]([O:33][CH2:34][C:35]([F:36])([F:38])[F:37])=[CH:29][CH:28]=2)[C:17](=[O:26])[C:18]2[CH:24]=[CH:23][C:22](=[O:25])[NH:21][C:19]=2[N:20]=1. The catalyst class is: 7. (4) Reactant: Br.[Br:2][C:3]1[CH:8]=[CH:7][N:6]2[CH2:9][C:10]([C:13]([F:16])([F:15])[F:14])(O)[N:11]=[C:5]2[CH:4]=1. Product: [Br:2][C:3]1[CH:8]=[CH:7][N:6]2[CH:9]=[C:10]([C:13]([F:15])([F:16])[F:14])[N:11]=[C:5]2[CH:4]=1. The catalyst class is: 8. (5) Reactant: [Cl:1][C:2]1[CH:3]=[C:4]([C:9]2([C:22]([F:25])([F:24])[F:23])[O:13][N:12]=[C:11]([C:14]3[CH:15]=[CH:16][C:17]([CH3:21])=[C:18]([CH:20]=3)[NH2:19])[CH2:10]2)[CH:5]=[C:6]([Cl:8])[CH:7]=1.[Br:26][C:27]1[CH:35]=[CH:34][C:30]([C:31](O)=[O:32])=[CH:29][CH:28]=1.Cl.C(N(CC)CCCN=C=NCC)C.C(=O)([O-])O.[Na+]. Product: [Cl:1][C:2]1[CH:3]=[C:4]([C:9]2([C:22]([F:23])([F:25])[F:24])[O:13][N:12]=[C:11]([C:14]3[CH:15]=[CH:16][C:17]([CH3:21])=[C:18]([NH:19][C:31](=[O:32])[C:30]4[CH:34]=[CH:35][C:27]([Br:26])=[CH:28][CH:29]=4)[CH:20]=3)[CH2:10]2)[CH:5]=[C:6]([Cl:8])[CH:7]=1. The catalyst class is: 9. (6) Reactant: [C:1]([C:3]1([CH:8]2[CH2:10][CH2:9]2)[CH2:7][CH:6]=[CH:5][CH2:4]1)#[N:2].B.[Cr](Cl)([O-])(=O)=[O:13].[NH+]1C=CC=CC=1.S([O-])([O-])(=O)=O.[Mg+2]. Product: [CH:8]1([C:3]2([C:1]#[N:2])[CH2:7][CH2:6][C:5](=[O:13])[CH2:4]2)[CH2:10][CH2:9]1. The catalyst class is: 7. (7) Reactant: [Cl:1][C:2]1[CH:7]=[C:6]([F:8])[CH:5]=[CH:4][C:3]=1[C:9]([C:11]1[C:16]([F:17])=[C:15]([C:18]2[CH:19]=[N:20][CH:21]=[N:22][CH:23]=2)[CH:14]=[CH:13][N:12]=1)=O.Cl.[NH2:25][OH:26]. Product: [Cl:1][C:2]1[CH:7]=[C:6]([F:8])[CH:5]=[CH:4][C:3]=1/[C:9](/[C:11]1[C:16]([F:17])=[C:15]([C:18]2[CH:19]=[N:20][CH:21]=[N:22][CH:23]=2)[CH:14]=[CH:13][N:12]=1)=[N:25]/[OH:26]. The catalyst class is: 17. (8) Reactant: C(OC([NH:8][CH:9]([C:11]1[CH:12]=[C:13]([CH:18]=[CH:19][CH:20]=1)[C:14]([O:16][CH3:17])=[O:15])[CH3:10])=O)(C)(C)C. Product: [NH2:8][CH:9]([C:11]1[CH:12]=[C:13]([CH:18]=[CH:19][CH:20]=1)[C:14]([O:16][CH3:17])=[O:15])[CH3:10]. The catalyst class is: 330. (9) Reactant: [C:1]1([C:7]#[C:8][CH3:9])[CH:6]=[CH:5][CH:4]=[CH:3][CH:2]=1. Product: [C:1]1([C:7]#[C:8][C:9]2[CH:5]=[CH:6][CH:1]=[CH:2][CH:3]=2)[CH:6]=[CH:5][CH:4]=[CH:3][CH:2]=1. The catalyst class is: 11.